Dataset: Reaction yield outcomes from USPTO patents with 853,638 reactions. Task: Predict the reaction yield, written as a fraction of the theoretical maximum amount of product (1.0 means a 100% yield; for example, 0.34 means a 34% yield). The reactants are [N:1]12[CH2:8][CH2:7][C:4]([C:9]([C:17]3[CH:22]=[CH:21][CH:20]=[CH:19][CH:18]=3)([C:11]3[CH:16]=[CH:15][CH:14]=[CH:13][CH:12]=3)[OH:10])([CH2:5][CH2:6]1)[CH2:3][CH2:2]2.[Br:23][CH2:24][CH2:25][CH2:26][O:27][C:28]1[CH:33]=[CH:32][C:31]([O:34][CH2:35][C:36]2[CH:41]=[CH:40][CH:39]=[CH:38][CH:37]=2)=[CH:30][CH:29]=1. The catalyst is CC#N. The product is [Br-:23].[OH:10][C:9]([C:17]1[CH:22]=[CH:21][CH:20]=[CH:19][CH:18]=1)([C:11]1[CH:12]=[CH:13][CH:14]=[CH:15][CH:16]=1)[C:4]12[CH2:5][CH2:6][N+:1]([CH2:24][CH2:25][CH2:26][O:27][C:28]3[CH:33]=[CH:32][C:31]([O:34][CH2:35][C:36]4[CH:41]=[CH:40][CH:39]=[CH:38][CH:37]=4)=[CH:30][CH:29]=3)([CH2:2][CH2:3]1)[CH2:8][CH2:7]2. The yield is 0.833.